This data is from Catalyst prediction with 721,799 reactions and 888 catalyst types from USPTO. The task is: Predict which catalyst facilitates the given reaction. (1) The catalyst class is: 639. Product: [C:3]([O:7][C:8]([N:10]1[CH2:15][CH2:14][C@:13]([O:28][CH2:49][CH2:48][O:47][CH3:46])([C:16]2[CH:17]=[CH:18][C:19]([CH2:22][O:23][CH2:24][CH2:25][O:26][CH3:27])=[CH:20][CH:21]=2)[C@@H:12]([O:29][CH2:30][C:31]2[CH:32]=[CH:33][C:34]3[O:39][CH2:38][CH2:37][N:36]([CH2:40][CH2:41][CH2:42][O:43][CH3:44])[C:35]=3[CH:45]=2)[CH2:11]1)=[O:9])([CH3:5])([CH3:6])[CH3:4]. Reactant: [H-].[Na+].[C:3]([O:7][C:8]([N:10]1[CH2:15][CH2:14][C@:13]([OH:28])([C:16]2[CH:21]=[CH:20][C:19]([CH2:22][O:23][CH2:24][CH2:25][O:26][CH3:27])=[CH:18][CH:17]=2)[C@@H:12]([O:29][CH2:30][C:31]2[CH:32]=[CH:33][C:34]3[O:39][CH2:38][CH2:37][N:36]([CH2:40][CH2:41][CH2:42][O:43][CH3:44])[C:35]=3[CH:45]=2)[CH2:11]1)=[O:9])([CH3:6])([CH3:5])[CH3:4].[CH3:46][O:47][CH2:48][CH2:49]Br.C([O-])(O)=O.[Na+]. (2) Reactant: [Cr](O[Cr]([O-])(=O)=O)([O-])(=O)=[O:2].[Na+].[Na+].[CH3:12][O:13][C:14]1[CH:19]=[CH:18][C:17]([CH2:20][CH:21]=[O:22])=[CH:16][CH:15]=1.C1(C)C=CC=CC=1. Product: [CH3:12][O:13][C:14]1[CH:19]=[CH:18][C:17]([CH2:20][C:21]([OH:2])=[O:22])=[CH:16][CH:15]=1. The catalyst class is: 6. (3) Reactant: [N:1]([CH2:4][CH:5]1[CH2:10][CH:9]2[N:11](C(OC(C)(C)C)=O)[CH:6]1[CH2:7][CH2:8]2)=[N+:2]=[N-:3].C(O)(C(F)(F)F)=O. Product: [N:1]([CH2:4][CH:5]1[CH2:10][CH:9]2[NH:11][CH:6]1[CH2:7][CH2:8]2)=[N+:2]=[N-:3]. The catalyst class is: 2. (4) Reactant: CC(OI1(OC(C)=O)(OC(C)=O)OC(=O)C2C=CC=CC1=2)=O.[OH:23][CH:24]1[CH2:28][CH2:27][CH:26]([NH:29][C:30](=[O:39])[O:31][CH2:32][C:33]2[CH:38]=[CH:37][CH:36]=[CH:35][CH:34]=2)[C:25]1([CH3:41])[CH3:40]. Product: [CH3:40][C:25]1([CH3:41])[C:24](=[O:23])[CH2:28][CH2:27][CH:26]1[NH:29][C:30](=[O:39])[O:31][CH2:32][C:33]1[CH:38]=[CH:37][CH:36]=[CH:35][CH:34]=1. The catalyst class is: 4. (5) Reactant: [NH2:1][C@@H:2]1[CH2:7][C@H:6]([N:8]([C:13]([C:15]2[C:16]([NH:25][CH2:26][CH2:27][CH2:28][O:29][CH3:30])=[N:17][C:18]([C:21]([CH3:24])([CH3:23])[CH3:22])=[N:19][CH:20]=2)=[O:14])[CH2:9][CH:10]([CH3:12])[CH3:11])[CH2:5][N:4]([C:31]([O:33][CH2:34][C:35]2[CH:40]=[CH:39][CH:38]=[CH:37][CH:36]=2)=[O:32])[CH2:3]1.[C:41]1([CH:47]2[CH2:49][O:48]2)[CH:46]=[CH:45][CH:44]=[CH:43][CH:42]=1.Cl([O-])(=O)(=O)=O.[Li+]. Product: [C:21]([C:18]1[N:17]=[C:16]([NH:25][CH2:26][CH2:27][CH2:28][O:29][CH3:30])[C:15]([C:13]([N:8]([CH2:9][CH:10]([CH3:12])[CH3:11])[C@H:6]2[CH2:7][C@@H:2]([NH:1][CH2:49][CH:47]([OH:48])[C:41]3[CH:46]=[CH:45][CH:44]=[CH:43][CH:42]=3)[CH2:3][N:4]([C:31]([O:33][CH2:34][C:35]3[CH:36]=[CH:37][CH:38]=[CH:39][CH:40]=3)=[O:32])[CH2:5]2)=[O:14])=[CH:20][N:19]=1)([CH3:24])([CH3:22])[CH3:23]. The catalyst class is: 10. (6) Reactant: [C:1]([O:5][C:6]([N:8]1[CH2:12][C@@H:11]([CH2:13][N:14]([CH:31]([CH3:33])[CH3:32])[C:15](=[O:30])[C:16]2[CH:21]=[CH:20][C:19]([O:22][CH3:23])=[C:18]([O:24][CH2:25][CH2:26][CH2:27][O:28][CH3:29])[CH:17]=2)[C@H:10]([NH2:34])[CH2:9]1)=[O:7])([CH3:4])([CH3:3])[CH3:2].[CH2:35]([N:42]([CH2:46][CH3:47])[C:43](Cl)=[O:44])[C:36]1[CH:41]=[CH:40][CH:39]=[CH:38][CH:37]=1.C(N(CC)CC)C.C([O-])(O)=O.[Na+]. Product: [C:1]([O:5][C:6]([N:8]1[CH2:12][C@@H:11]([CH2:13][N:14]([CH:31]([CH3:32])[CH3:33])[C:15](=[O:30])[C:16]2[CH:21]=[CH:20][C:19]([O:22][CH3:23])=[C:18]([O:24][CH2:25][CH2:26][CH2:27][O:28][CH3:29])[CH:17]=2)[C@H:10]([NH:34][C:43]([N:42]([CH2:35][C:36]2[CH:41]=[CH:40][CH:39]=[CH:38][CH:37]=2)[CH2:46][CH3:47])=[O:44])[CH2:9]1)=[O:7])([CH3:3])([CH3:4])[CH3:2]. The catalyst class is: 2. (7) Reactant: [CH3:1][O:2][C:3]1[CH:4]=[C:5]2[C:10](=[CH:11][C:12]=1[O:13][CH3:14])[N:9]=[CH:8][CH:7]=[C:6]2[O:15][C:16]1[CH:22]=[CH:21][C:19]([NH2:20])=[CH:18][CH:17]=1.C1(C)C=CC=CC=1.C(N(CC)CC)C.Cl[C:38](Cl)([O:40]C(=O)OC(Cl)(Cl)Cl)Cl.[CH3:49][N:50]([CH3:60])[C:51]1[CH:52]=[C:53]([CH:57]=[CH:58][CH:59]=1)[CH:54]([OH:56])[CH3:55]. Product: [CH3:1][O:2][C:3]1[CH:4]=[C:5]2[C:10](=[CH:11][C:12]=1[O:13][CH3:14])[N:9]=[CH:8][CH:7]=[C:6]2[O:15][C:16]1[CH:22]=[CH:21][C:19]([NH:20][C:38](=[O:40])[O:56][CH:54]([C:53]2[CH:57]=[CH:58][CH:59]=[C:51]([N:50]([CH3:49])[CH3:60])[CH:52]=2)[CH3:55])=[CH:18][CH:17]=1. The catalyst class is: 2. (8) The catalyst class is: 5. Product: [Cl:5][C:6]1[N:14]=[C:13]([O:15][CH2:16][C:17]([F:20])([F:18])[F:19])[CH:12]=[CH:11][C:7]=1[C:8]([O:10][CH3:22])=[O:9]. Reactant: S(Cl)(Cl)=O.[Cl:5][C:6]1[N:14]=[C:13]([O:15][CH2:16][C:17]([F:20])([F:19])[F:18])[CH:12]=[CH:11][C:7]=1[C:8]([OH:10])=[O:9].Cl[C:22]1C=CC(C(O)=O)=C(OCC(F)(F)F)N=1.FC(F)(F)COC1N=C(OCC(F)(F)F)C=CC=1C(O)=O. (9) Reactant: C(Cl)CCl.C1C=CC2N(O)N=NC=2C=1.C(N1CCOCC1)C.[N:23]1[CH:28]=[CH:27][C:26]([NH2:29])=[CH:25][N:24]=1.[F:30][C:31]1[CH:32]=[C:33]([CH2:38][O:39][C:40]2[CH:48]=[CH:47][C:46]([CH:49]=[O:50])=[CH:45][C:41]=2[C:42](O)=[O:43])[CH:34]=[CH:35][C:36]=1[F:37]. Product: [F:30][C:31]1[CH:32]=[C:33]([CH2:38][O:39][C:40]2[CH:48]=[CH:47][C:46]([CH:49]=[O:50])=[CH:45][C:41]=2[C:42]([NH:29][C:26]2[CH:27]=[CH:28][N:23]=[N:24][CH:25]=2)=[O:43])[CH:34]=[CH:35][C:36]=1[F:37]. The catalyst class is: 9. (10) Reactant: [Cl:1][C:2]1[CH:7]=[CH:6][C:5]([C@@H:8]2[C@:10]3([C:18]4[C:13](=[CH:14][CH:15]=[CH:16][CH:17]=4)[N:12]([CH2:19][CH:20](OC)[O:21]C)[C:11]3=[O:25])[CH2:9]2)=[CH:4][CH:3]=1.C(Cl)Cl.C(O)(C(F)(F)F)=O.C([O-])(O)=O.[Na+]. Product: [Cl:1][C:2]1[CH:3]=[CH:4][C:5]([C@@H:8]2[C@:10]3([C:18]4[C:13](=[CH:14][CH:15]=[CH:16][CH:17]=4)[N:12]([CH2:19][CH:20]=[O:21])[C:11]3=[O:25])[CH2:9]2)=[CH:6][CH:7]=1. The catalyst class is: 6.